Binary Classification. Given a drug SMILES string, predict its activity (active/inactive) in a high-throughput screening assay against a specified biological target. From a dataset of HIV replication inhibition screening data with 41,000+ compounds from the AIDS Antiviral Screen. (1) The molecule is COC(=O)c1ccc2cc(O)ccc2c1. The result is 0 (inactive). (2) The compound is O=C1CCCC(=O)N2c3ccc(cc3)CSCCSCc3ccc(cc3)N12. The result is 0 (inactive). (3) The compound is COc1ccc2c(c1)CCC1C=NOC21. The result is 0 (inactive). (4) The drug is CCCCCCCCCCCON=Cc1c2c(O)c3c(O)c(C)c4c(c3c1O)C(=O)C(C)(OC=CC(OC)C(C)C(OC(C)=O)C(C)C(O)C(C)C(O)C(C)C=CC=C(C)C(=O)N2)O4. The result is 0 (inactive). (5) The drug is Oc1ccccc1-c1nn2c(CCCCCCCCc3nnc4sc(-c5ccccc5O)nn34)nnc2s1. The result is 0 (inactive). (6) The compound is CCCCCN1CCN(c2ncccn2)CC1.Cl. The result is 0 (inactive). (7) The molecule is O=c1cc(-c2ccccc2)oc2cc(O)cc(O)c12. The result is 0 (inactive).